Dataset: Catalyst prediction with 721,799 reactions and 888 catalyst types from USPTO. Task: Predict which catalyst facilitates the given reaction. (1) Reactant: C1C=CC(P(C2C=CC3C(=CC=CC=3)C=2C2C3C(=CC=CC=3)C=CC=2P(C2C=CC=CC=2)C2C=CC=CC=2)C2C=CC=CC=2)=CC=1.[N:47]12[CH2:54][CH2:53][CH:50]([CH2:51][CH2:52]1)[C@H:49]([NH:55][C:56]([C:58]1[C:62]3[CH:63]=[CH:64][C:65]([Br:67])=[CH:66][C:61]=3S[N:59]=1)=[O:57])[CH2:48]2.C(=O)([O-])[O-:69].[Cs+].[Cs+].CNC(=O)C. Product: [N:47]12[CH2:54][CH2:53][CH:50]([CH2:51][CH2:52]1)[C@H:49]([NH:55][C:56]([C:58]1[C:62]3[CH:63]=[CH:64][C:65]([Br:67])=[CH:66][C:61]=3[O:69][N:59]=1)=[O:57])[CH2:48]2. The catalyst class is: 164. (2) Reactant: [Cl:1][C:2]([Cl:7])([Cl:6])[C:3](Cl)=[O:4].[CH2:8]1[CH2:18][O:17][C:16]2[CH:15]=[CH:14][C:12]([NH2:13])=[CH:11][C:10]=2[O:9]1. Product: [Cl:1][C:2]([Cl:7])([Cl:6])[C:3]([NH:13][C:12]1[CH:14]=[CH:15][C:16]2[O:17][CH2:18][CH2:8][O:9][C:10]=2[CH:11]=1)=[O:4]. The catalyst class is: 25.